Dataset: Full USPTO retrosynthesis dataset with 1.9M reactions from patents (1976-2016). Task: Predict the reactants needed to synthesize the given product. (1) Given the product [CH3:1][C:2]1[C@@H:19]([O:20][C:21]([C@H:23]([OH:39])[C@@H:24]([NH:31][C:32]([O:34][C:35]([CH3:36])([CH3:37])[CH3:38])=[O:33])[C:25]2[CH:26]=[CH:27][CH:28]=[CH:29][CH:30]=2)=[O:22])[CH2:18][C@:14]2([OH:40])[C:15]([CH3:16])([CH3:17])[C:3]=1[C@@H:4]([OH:58])[C:5]([C@@:7]1([CH3:57])[C@H:12]([C@@H:13]2[O:41][C:42]([C:44]2[CH:49]=[CH:48][CH:47]=[CH:46][CH:45]=2)=[O:43])[C@:11]2([O:52][C:53]([CH3:55])=[O:54])[CH2:50][O:51][C@@H:10]2[CH2:9][C@@H:8]1[OH:56])=[O:6].[CH2:5]([OH:6])[CH3:4], predict the reactants needed to synthesize it. The reactants are: [CH3:1][C:2]1[C@@H:19]([O:20][C:21]([C@H:23]([OH:39])[C@@H:24]([NH:31][C:32]([O:34][C:35]([CH3:38])([CH3:37])[CH3:36])=[O:33])[C:25]2[CH:26]=[CH:27][CH:28]=[CH:29][CH:30]=2)=[O:22])[CH2:18][C@:14]2([OH:40])[C:15]([CH3:17])([CH3:16])[C:3]=1[C@@H:4]([OH:58])[C:5]([C@@:7]1([CH3:57])[C@H:12]([C@@H:13]2[O:41][C:42]([C:44]2[CH:45]=[CH:46][CH:47]=[CH:48][CH:49]=2)=[O:43])[C@:11]2([O:52][C:53]([CH3:55])=[O:54])[CH2:50][O:51][C@@H:10]2[CH2:9][C@@H:8]1[OH:56])=[O:6]. (2) Given the product [Br:1][C:2]1[N:3]([S:20]([C:16]2[CH:17]=[CH:18][CH:19]=[C:14]([Cl:13])[CH:15]=2)(=[O:22])=[O:21])[CH:4]=[C:5]2[C:9](=[O:10])[CH2:8][CH2:7][C:6]=12, predict the reactants needed to synthesize it. The reactants are: [Br:1][C:2]1[NH:3][CH:4]=[C:5]2[C:9](=[O:10])[CH2:8][CH2:7][C:6]=12.[H-].[Na+].[Cl:13][C:14]1[CH:15]=[C:16]([S:20](Cl)(=[O:22])=[O:21])[CH:17]=[CH:18][CH:19]=1.O. (3) Given the product [CH3:42][C:43]([OH:44])([CH3:45])[CH2:1][S:2]([C:5]1[CH:10]=[CH:9][CH:8]=[CH:7][C:6]=1[C:11]1[CH:31]=[CH:30][C:14]2[NH:15][C:16]([CH2:18][O:19][C:20]3[CH:25]=[CH:24][C:23]([C:26]([F:27])([F:28])[F:29])=[CH:22][CH:21]=3)=[N:17][C:13]=2[CH:12]=1)(=[O:3])=[O:4], predict the reactants needed to synthesize it. The reactants are: [CH3:1][S:2]([C:5]1[CH:10]=[CH:9][CH:8]=[CH:7][C:6]=1[C:11]1[CH:31]=[CH:30][C:14]2[NH:15][C:16]([CH2:18][O:19][C:20]3[CH:25]=[CH:24][C:23]([C:26]([F:29])([F:28])[F:27])=[CH:22][CH:21]=3)=[N:17][C:13]=2[CH:12]=1)(=[O:4])=[O:3].C[Si]([N-][Si](C)(C)C)(C)C.[Li+].[CH3:42][C:43]([CH3:45])=[O:44].CO. (4) The reactants are: [F:1][C:2]1[C:3]([CH:25]=[CH:26]OC)=[C:4]([C:10]2[CH:15]=[CH:14][C:13]([CH:16]3[CH2:21][CH2:20][CH:19]([CH2:22][CH2:23][CH3:24])[CH2:18][CH2:17]3)=[CH:12][CH:11]=2)[CH:5]=[C:6]([F:9])[C:7]=1[F:8].CS(O)(=O)=O. Given the product [F:1][C:2]1[C:3]2[CH:25]=[CH:26][C:15]3[C:10](=[CH:11][CH:12]=[C:13]([CH:16]4[CH2:21][CH2:20][CH:19]([CH2:22][CH2:23][CH3:24])[CH2:18][CH2:17]4)[CH:14]=3)[C:4]=2[CH:5]=[C:6]([F:9])[C:7]=1[F:8], predict the reactants needed to synthesize it. (5) Given the product [F:17][C:2]([F:1])([F:16])[C:3]1[CH:7]=[CH:6][N:5]([CH:8]([CH2:14][CH3:15])[C:9]([OH:11])=[O:10])[N:4]=1, predict the reactants needed to synthesize it. The reactants are: [F:1][C:2]([F:17])([F:16])[C:3]1[CH:7]=[CH:6][N:5]([CH:8]([CH2:14][CH3:15])[C:9]([O:11]CC)=[O:10])[N:4]=1.CC(C)C(N1C=CC(C(F)(F)F)=N1)C(OCC)=O. (6) Given the product [Cl:1][C:2]1[N:3]=[CH:4][N:5]=[CH:6][CH:7]=1.[NH2:10][C:2]1[N:3]=[CH:4][N:5]=[CH:6][CH:7]=1, predict the reactants needed to synthesize it. The reactants are: [Cl:1][C:2]12[N:10]=CN[C:7]1([N+]([O-])=O)[C:6](Cl)=[N:5][C:4](SC)=[N:3]2.N.CO. (7) Given the product [CH2:1]([O:8][C@@H:9]1[C@@H:13]([C@@H:14]([CH2:23][O:24][S:41]([C:38]2[CH:39]=[CH:40][C:35]([CH3:45])=[CH:36][CH:37]=2)(=[O:43])=[O:42])[O:15][CH2:16][C:17]2[CH:22]=[CH:21][CH:20]=[CH:19][CH:18]=2)[O:12][C@@H:11]([N:25]2[CH:33]=[C:31]([CH3:32])[C:29](=[O:30])[NH:28][C:26]2=[O:27])[C@@H:10]1[O:34][S:41]([C:38]1[CH:39]=[CH:40][C:35]([CH3:45])=[CH:36][CH:37]=1)(=[O:43])=[O:42])[C:2]1[CH:3]=[CH:4][CH:5]=[CH:6][CH:7]=1, predict the reactants needed to synthesize it. The reactants are: [CH2:1]([O:8][C@@H:9]1[C@@H:13]([C@@H:14]([CH2:23][OH:24])[O:15][CH2:16][C:17]2[CH:22]=[CH:21][CH:20]=[CH:19][CH:18]=2)[O:12][C@@H:11]([N:25]2[CH:33]=[C:31]([CH3:32])[C:29](=[O:30])[NH:28][C:26]2=[O:27])[C@@H:10]1[OH:34])[C:2]1[CH:7]=[CH:6][CH:5]=[CH:4][CH:3]=1.[C:35]1([CH3:45])[CH:40]=[CH:39][C:38]([S:41](Cl)(=[O:43])=[O:42])=[CH:37][CH:36]=1. (8) Given the product [CH3:23][O:22][CH2:21][CH2:20][O:19][C:11]1[C:10]([CH3:24])=[C:9]([CH:14]=[CH:13][C:12]=1[S:15]([CH3:18])(=[O:16])=[O:17])[C:8]([C:32]1[CH:39]=[N:41][N:28]([CH3:29])[C:31]=1[OH:37])=[O:25], predict the reactants needed to synthesize it. The reactants are: CN1C(O[C:8](=[O:25])[C:9]2[CH:14]=[CH:13][C:12]([S:15]([CH3:18])(=[O:17])=[O:16])=[C:11]([O:19][CH2:20][CH2:21][O:22][CH3:23])[C:10]=2[CH3:24])=CC=N1.C([N:28]([CH2:31][CH3:32])[CH2:29]C)C.CC(C)([OH:37])C#N.[C:39](#[N:41])C. (9) Given the product [CH2:26]([O:33][C:34]1[C:39]([CH2:40][N:19]2[CH2:18][CH2:17][C:16]3[C:21](=[C:22]([Cl:23])[C:13]([Br:12])=[CH:14][C:15]=3[Cl:25])[C:20]2=[O:24])=[C:38]([CH3:42])[CH:37]=[C:36]([CH3:43])[N:35]=1)[C:27]1[CH:32]=[CH:31][CH:30]=[CH:29][CH:28]=1, predict the reactants needed to synthesize it. The reactants are: CC(C)([O-])C.[K+].O1CCCC1.[Br:12][C:13]1[C:22]([Cl:23])=[C:21]2[C:16]([CH2:17][CH2:18][NH:19][C:20]2=[O:24])=[C:15]([Cl:25])[CH:14]=1.[CH2:26]([O:33][C:34]1[C:39]([CH2:40]Cl)=[C:38]([CH3:42])[CH:37]=[C:36]([CH3:43])[N:35]=1)[C:27]1[CH:32]=[CH:31][CH:30]=[CH:29][CH:28]=1. (10) Given the product [F:41][C:38]1[CH:39]=[CH:40][C:35]([C:34]([NH:33][C:30]2[CH:31]=[CH:32][C:27]([NH:26][C:2]3[C:11]4=[N:12][NH:13][CH:14]=[C:10]4[C:9]4[CH:8]=[C:7]([O:24][CH3:25])[CH:6]=[CH:5][C:4]=4[N:3]=3)=[CH:28][CH:29]=2)=[O:42])=[CH:36][CH:37]=1, predict the reactants needed to synthesize it. The reactants are: Cl[C:2]1[C:11]2=[N:12][N:13](CC3C=CC(OC)=CC=3)[CH:14]=[C:10]2[C:9]2[CH:8]=[C:7]([O:24][CH3:25])[CH:6]=[CH:5][C:4]=2[N:3]=1.[NH2:26][C:27]1[CH:32]=[CH:31][C:30]([NH:33][C:34](=[O:42])[C:35]2[CH:40]=[CH:39][C:38]([F:41])=[CH:37][CH:36]=2)=[CH:29][CH:28]=1.Cl.